Dataset: Forward reaction prediction with 1.9M reactions from USPTO patents (1976-2016). Task: Predict the product of the given reaction. Given the reactants Cl[C:2]1[N:3]([C:13]2[CH:18]=[CH:17][CH:16]=[CH:15][CH:14]=2)[C:4]2[C:9]([C:10]=1[CH:11]=[O:12])=[CH:8][CH:7]=[CH:6][CH:5]=2.[NH:19]1[CH2:24][CH2:23][O:22][CH2:21][CH2:20]1, predict the reaction product. The product is: [N:19]1([C:2]2[N:3]([C:13]3[CH:18]=[CH:17][CH:16]=[CH:15][CH:14]=3)[C:4]3[C:9]([C:10]=2[CH:11]=[O:12])=[CH:8][CH:7]=[CH:6][CH:5]=3)[CH2:24][CH2:23][O:22][CH2:21][CH2:20]1.